This data is from Catalyst prediction with 721,799 reactions and 888 catalyst types from USPTO. The task is: Predict which catalyst facilitates the given reaction. (1) Reactant: [Br:1][C:2]1[CH:3]=[C:4]2[C:8](=[CH:9][CH:10]=1)[NH:7][C:6](=[O:11])[C:5]2=[O:12].[CH3:13][O:14][CH2:15]OC.B(F)(F)F.CCOCC.CCCCCC. The catalyst class is: 25. Product: [Br:1][C:2]1[CH:3]=[C:4]2[C:8](=[CH:9][CH:10]=1)[N:7]([CH2:13][O:14][CH3:15])[C:6](=[O:11])[C:5]2=[O:12]. (2) Reactant: [N:1]1[CH:6]=[CH:5][CH:4]=[CH:3][C:2]=1[C:7]([O:9]CC)=O.[CH2:12]([Mg]Cl)[C:13]1[CH:18]=[CH:17][CH:16]=[CH:15][CH:14]=1.[Cl-].[NH4+]. Product: [C:13]1([CH2:12][C:7]([C:2]2[CH:3]=[CH:4][CH:5]=[CH:6][N:1]=2)=[O:9])[CH:18]=[CH:17][CH:16]=[CH:15][CH:14]=1. The catalyst class is: 7.